From a dataset of Full USPTO retrosynthesis dataset with 1.9M reactions from patents (1976-2016). Predict the reactants needed to synthesize the given product. (1) Given the product [CH3:9][O:8][C:5]1[CH:6]=[CH:7][C:2]([C:15]2([OH:19])[CH2:18][CH2:17][CH2:16]2)=[N:3][CH:4]=1, predict the reactants needed to synthesize it. The reactants are: Br[C:2]1[CH:7]=[CH:6][C:5]([O:8][CH3:9])=[CH:4][N:3]=1.C([Li])CCC.[C:15]1(=[O:19])[CH2:18][CH2:17][CH2:16]1. (2) Given the product [CH:1]1([C@@H:6]([C:20]2[CH:25]=[CH:24][C:23]([CH3:26])=[CH:22][CH:21]=2)[C:7]([OH:9])=[O:8])[CH2:5][CH2:4][CH2:3][CH2:2]1, predict the reactants needed to synthesize it. The reactants are: [CH:1]1([C@@H:6]([C:20]2[CH:25]=[CH:24][C:23]([CH3:26])=[CH:22][CH:21]=2)[C:7]([O:9][C@@H]2C[C@H](C)CC[C@H]2C(C)C)=[O:8])[CH2:5][CH2:4][CH2:3][CH2:2]1. (3) Given the product [CH:2]1([C:5]2[O:9][C:8]([NH:10][C:11]3[CH:12]=[CH:13][C:14]([C:17]4[CH:22]=[CH:21][C:20]([C:23]56[CH2:30][CH2:29][C:26]([CH2:31][C:32]([OH:34])=[O:33])([CH2:27][CH2:28]5)[O:25][CH2:24]6)=[CH:19][CH:18]=4)=[CH:15][CH:16]=3)=[N:7][N:6]=2)[CH2:3][CH2:4]1, predict the reactants needed to synthesize it. The reactants are: [Na+].[CH:2]1([C:5]2[O:9][C:8]([NH:10][C:11]3[CH:16]=[CH:15][C:14]([C:17]4[CH:22]=[CH:21][C:20]([C:23]56[CH2:30][CH2:29][C:26]([CH2:31][C:32]([O-:34])=[O:33])([CH2:27][CH2:28]5)[O:25][CH2:24]6)=[CH:19][CH:18]=4)=[CH:13][CH:12]=3)=[N:7][N:6]=2)[CH2:4][CH2:3]1.Cl. (4) Given the product [CH3:37][S:38]([CH2:41][C:42]1[N:46]([CH:11]2[CH2:16][CH2:15][N:14]([C:17]3[C:18]([F:35])=[CH:19][C:20]([N:24]4[CH2:28][C@H:27]([CH2:29][NH:30][C:31](=[O:33])[CH3:32])[O:26][C:25]4=[O:34])=[CH:21][C:22]=3[F:23])[CH2:13][CH2:12]2)[N:45]=[N:44][N:43]=1)(=[O:40])=[O:39], predict the reactants needed to synthesize it. The reactants are: C1(C)C=CC(S(O[CH:11]2[CH2:16][CH2:15][N:14]([C:17]3[C:22]([F:23])=[CH:21][C:20]([N:24]4[CH2:28][C@H:27]([CH2:29][NH:30][C:31](=[O:33])[CH3:32])[O:26][C:25]4=[O:34])=[CH:19][C:18]=3[F:35])[CH2:13][CH2:12]2)(=O)=O)=CC=1.[CH3:37][S:38]([CH2:41][C:42]1[NH:46][N:45]=[N:44][N:43]=1)(=[O:40])=[O:39].C([O-])([O-])=O.[K+].[K+]. (5) Given the product [C:6]([O:10][C:11]([N:13]([CH2:28][C:29]([O:31][C:32]([CH3:35])([CH3:34])[CH3:33])=[O:30])[C:14]1[CH:15]=[CH:16][CH:17]=[C:18]([C:20]([O:22][CH2:23][CH3:24])=[O:21])[N:19]=1)=[O:12])([CH3:9])([CH3:8])[CH3:7], predict the reactants needed to synthesize it. The reactants are: CN(C)C=O.[C:6]([O:10][C:11]([NH:13][C:14]1[N:19]=[C:18]([C:20]([O:22][CH2:23][CH3:24])=[O:21])[CH:17]=[CH:16][CH:15]=1)=[O:12])([CH3:9])([CH3:8])[CH3:7].[H-].[Na+].Br[CH2:28][C:29]([O:31][C:32]([CH3:35])([CH3:34])[CH3:33])=[O:30].[Cl-].[NH4+]. (6) Given the product [OH:1][C:2]1([C:19]2[CH:24]=[C:23]([CH3:25])[CH:22]=[CH:21][N:20]=2)[CH2:3][CH2:4][N:5]([C:8]([O:10][CH2:11][C:12]2[CH:17]=[CH:16][CH:15]=[CH:14][CH:13]=2)=[O:9])[CH2:6][CH2:7]1, predict the reactants needed to synthesize it. The reactants are: [O:1]=[C:2]1[CH2:7][CH2:6][N:5]([C:8]([O:10][CH2:11][C:12]2[CH:17]=[CH:16][CH:15]=[CH:14][CH:13]=2)=[O:9])[CH2:4][CH2:3]1.Br[C:19]1[CH:24]=[C:23]([CH3:25])[CH:22]=[CH:21][N:20]=1. (7) The reactants are: [Cl:1][C:2]1[C:7]([C:8]([F:11])([F:10])[F:9])=[CH:6][N:5]=[C:4]([NH:12][C:13]2[CH:27]=[CH:26][C:16]([CH2:17][P:18](=[O:25])([O:22][CH2:23][CH3:24])[O:19][CH2:20][CH3:21])=[CH:15][CH:14]=2)[N:3]=1.NC1C=CC(CP(=O)(OCC)[O:35][CH2:36][CH3:37])=CC=1OCC.ClC1N=C(Cl)C(C(F)(F)F)=CN=1. Given the product [Cl:1][C:2]1[C:7]([C:8]([F:11])([F:10])[F:9])=[CH:6][N:5]=[C:4]([NH:12][C:13]2[CH:27]=[CH:26][C:16]([CH2:17][P:18](=[O:25])([O:22][CH2:23][CH3:24])[O:19][CH2:20][CH3:21])=[CH:15][C:14]=2[O:35][CH2:36][CH3:37])[N:3]=1, predict the reactants needed to synthesize it. (8) Given the product [C:20]([C:19]1[CH:22]=[C:23]([C:2]#[C:1][C:3]2([OH:16])[CH2:8][CH2:7][N:6]([C:9]([O:11][C:12]([CH3:13])([CH3:15])[CH3:14])=[O:10])[CH2:5][CH2:4]2)[CH:24]=[CH:25][C:18]=1[F:17])#[N:21], predict the reactants needed to synthesize it. The reactants are: [C:1]([C:3]1([OH:16])[CH2:8][CH2:7][N:6]([C:9]([O:11][C:12]([CH3:15])([CH3:14])[CH3:13])=[O:10])[CH2:5][CH2:4]1)#[CH:2].[F:17][C:18]1[CH:25]=[CH:24][C:23](I)=[CH:22][C:19]=1[C:20]#[N:21]. (9) Given the product [CH:23]1([C:24]2[CH:25]=[CH:21][CH:2]=[C:13]3[C:9]=2[CH2:10][C:11]([CH3:14])=[CH:12]3)[CH2:22][CH2:26]1, predict the reactants needed to synthesize it. The reactants are: C[C:2]1[C:13]2[CH2:12][C:11]([CH3:14])=[CH:10][C:9]=2C(C)=C2C=1CCC2.BrC1C=CC=[C:21]2[C:25]=1[CH2:24][C:23]([CH3:26])=[CH:22]2.P(C(C)(C)C)(C(C)(C)C)C(C)(C)C.C1([Mg]Br)CC1.[NH4+].[Cl-].